Task: Predict the product of the given reaction.. Dataset: Forward reaction prediction with 1.9M reactions from USPTO patents (1976-2016) (1) The product is: [N:1]1([CH2:6][CH2:7][CH2:8][O:9][C:10]2[CH:11]=[CH:12][C:13]([C:16]3([C:22]4[N:37]=[CH:25][NH:24][CH:23]=4)[CH2:21][CH2:20][O:19][CH2:18][CH2:17]3)=[CH:14][CH:15]=2)[CH2:2][CH2:3][CH2:4][CH2:5]1. Given the reactants [N:1]1([CH2:6][CH2:7][CH2:8][O:9][C:10]2[CH:15]=[CH:14][C:13]([C:16]3([CH:22]4O[CH:25]=[N:24][CH:23]4S(C4C=CC(C)=CC=4)(=O)=O)[CH2:21][CH2:20][O:19][CH2:18][CH2:17]3)=[CH:12][CH:11]=2)[CH2:5][CH2:4][CH2:3][CH2:2]1.[NH3:37], predict the reaction product. (2) Given the reactants [CH:1]1[N:9]([C@@H:10]2[O:14][C@H:13]([CH2:15][OH:16])[O:12][CH2:11]2)[C:8]2[N:7]=[C:6]([NH2:17])[N:5]=[C:4]([NH2:18])[C:3]=2[N:2]=1.C([Mg]Cl)(C)(C)C.Cl[C:26]1[CH:42]=[CH:41][CH:40]=[CH:39][C:27]=1[O:28][P:29](=[N:31][C@H:32]([CH3:38])[C:33]([O:35][CH2:36][CH3:37])=[O:34])=[O:30].[Cl-].[NH4+], predict the reaction product. The product is: [CH2:36]([O:35][C:33](=[O:34])[C@H:32]([N:31]=[P:29]([O:28][C:27]1[CH:39]=[CH:40][CH:41]=[CH:42][C:26]=1[O:16][CH2:15][CH:13]1[O:14][C@@H:10]([N:9]2[CH:1]=[N:2][C:3]3[C:8]2=[N:7][C:6]([NH2:17])=[N:5][C:4]=3[NH2:18])[CH2:11][O:12]1)=[O:30])[CH3:38])[CH3:37]. (3) Given the reactants C[N:2]([CH:4]=[C:5]([C:10](=O)[CH2:11][O:12][CH3:13])[C:6]([O:8][CH3:9])=[O:7])C.O.[NH2:16]N.CC(O)=O, predict the reaction product. The product is: [CH3:13][O:12][CH2:11][C:10]1[C:5]([C:6]([O:8][CH3:9])=[O:7])=[CH:4][NH:2][N:16]=1. (4) Given the reactants [C:1]12([CH2:11]O)[CH2:10][CH:5]3[CH2:6][CH:7]([CH2:9][CH:3]([CH2:4]3)C1)[CH2:8]2.[C:13]([C:15]1[NH:16][C:17]([CH3:20])=[CH:18][CH:19]=1)#[N:14].CC1C(B2OC(C)(C)C(C)(C)[O:28]2)=C(C)NN=1, predict the reaction product. The product is: [CH3:20][C:17]1[N:16]([CH2:11][C:1]23[CH2:8][CH:7]4[CH2:6][CH:5]([CH2:4][CH:3]([CH2:9]4)[O:28]2)[CH2:10]3)[C:15]([C:13]#[N:14])=[CH:19][CH:18]=1. (5) Given the reactants [OH-].[Na+].C(O)C.[CH2:6]([O:13][C:14]1[CH:23]=[CH:22][C:21]([N:24]2[CH2:29][CH2:28][O:27][CH2:26][CH2:25]2)=[CH:20][C:15]=1[C:16]([O:18]C)=[O:17])[C:7]1[CH:12]=[CH:11][CH:10]=[CH:9][CH:8]=1.C(O)(=O)CC(CC(O)=O)(C(O)=O)O, predict the reaction product. The product is: [CH2:6]([O:13][C:14]1[CH:23]=[CH:22][C:21]([N:24]2[CH2:29][CH2:28][O:27][CH2:26][CH2:25]2)=[CH:20][C:15]=1[C:16]([OH:18])=[O:17])[C:7]1[CH:12]=[CH:11][CH:10]=[CH:9][CH:8]=1. (6) Given the reactants Br[C:2]1[CH:3]=[C:4]2[C:8](=[CH:9][CH:10]=1)[C:7](=[O:11])[CH2:6][CH2:5]2.C([O-])([O-])=O.[Na+].[Na+].CCO.[CH2:21]([O:28][C:29]1[CH:34]=[CH:33][C:32](B(O)O)=[CH:31][CH:30]=1)[C:22]1[CH:27]=[CH:26][CH:25]=[CH:24][CH:23]=1, predict the reaction product. The product is: [CH2:21]([O:28][C:29]1[CH:34]=[CH:33][C:32]([C:2]2[CH:3]=[C:4]3[C:8](=[CH:9][CH:10]=2)[C:7](=[O:11])[CH2:6][CH2:5]3)=[CH:31][CH:30]=1)[C:22]1[CH:27]=[CH:26][CH:25]=[CH:24][CH:23]=1. (7) Given the reactants [NH2:1][C@H:2]([C:4]1[N:8]([CH:9]2[CH2:11][CH2:10]2)[C:7]2[C:12]([C:16]([NH:18][CH3:19])=[O:17])=[CH:13][CH:14]=[CH:15][C:6]=2[N:5]=1)[CH3:3].Cl[C:21]1[N:26]=[CH:25][N:24]=[C:23]([NH2:27])[C:22]=1[I:28].CCN(C(C)C)C(C)C, predict the reaction product. The product is: [NH2:27][C:23]1[N:24]=[CH:25][N:26]=[C:21]([NH:1][C@H:2]([C:4]2[N:8]([CH:9]3[CH2:10][CH2:11]3)[C:7]3[C:12]([C:16]([NH:18][CH3:19])=[O:17])=[CH:13][CH:14]=[CH:15][C:6]=3[N:5]=2)[CH3:3])[C:22]=1[I:28]. (8) Given the reactants [CH3:1][C@@H:2]1[CH2:11][C:10]2[C:5](=[CH:6][CH:7]=[CH:8][CH:9]=2)[CH2:4][N:3]1S(C1C=CC(C)=CC=1)(=O)=O.[Mg], predict the reaction product. The product is: [CH3:1][C@@H:2]1[CH2:11][C:10]2[C:5](=[CH:6][CH:7]=[CH:8][CH:9]=2)[CH2:4][NH:3]1. (9) Given the reactants [C:1]([O:5][C:6]([N:8]([C:33]([O:35][C:36]([CH3:39])([CH3:38])[CH3:37])=[O:34])[C:9]1[C:18]2[C:13](=[CH:14][C:15]([NH:19][CH:20]([C:25]3[CH:30]=[C:29]([Cl:31])[CH:28]=[CH:27][C:26]=3[F:32])[C:21]([O:23]C)=[O:22])=[CH:16][CH:17]=2)[CH:12]=[CH:11][N:10]=1)=[O:7])([CH3:4])([CH3:3])[CH3:2].[OH-].[Na+], predict the reaction product. The product is: [C:1]([O:5][C:6]([N:8]([C:33]([O:35][C:36]([CH3:39])([CH3:38])[CH3:37])=[O:34])[C:9]1[C:18]2[C:13](=[CH:14][C:15]([NH:19][CH:20]([C:25]3[CH:30]=[C:29]([Cl:31])[CH:28]=[CH:27][C:26]=3[F:32])[C:21]([OH:23])=[O:22])=[CH:16][CH:17]=2)[CH:12]=[CH:11][N:10]=1)=[O:7])([CH3:4])([CH3:3])[CH3:2]. (10) Given the reactants [NH2:1][C:2]1[N:3](CC2C=CC=CC=2)[C:4](=[O:11])[C:5]2[NH:10][CH:9]=[CH:8][C:6]=2[N:7]=1.C([O-])=O.[NH4+], predict the reaction product. The product is: [NH2:1][C:2]1[NH:3][C:4](=[O:11])[C:5]2[NH:10][CH:9]=[CH:8][C:6]=2[N:7]=1.